From a dataset of Peptide-MHC class II binding affinity with 134,281 pairs from IEDB. Regression. Given a peptide amino acid sequence and an MHC pseudo amino acid sequence, predict their binding affinity value. This is MHC class II binding data. (1) The peptide sequence is TMAQMNQAFRNIVNM. The MHC is DRB1_0301 with pseudo-sequence DRB1_0301. The binding affinity (normalized) is 0. (2) The peptide sequence is KASPVLAFPAGVCPT. The MHC is DRB1_0701 with pseudo-sequence DRB1_0701. The binding affinity (normalized) is 0.386. (3) The peptide sequence is TTPFGQQRVFKEKVD. The MHC is HLA-DQA10501-DQB10302 with pseudo-sequence HLA-DQA10501-DQB10302. The binding affinity (normalized) is 0.280.